From a dataset of Full USPTO retrosynthesis dataset with 1.9M reactions from patents (1976-2016). Predict the reactants needed to synthesize the given product. (1) Given the product [C:13]([NH:1][C:2]1[CH:3]=[C:4]([CH2:8][C:9]([O:11][CH3:12])=[O:10])[CH:5]=[CH:6][CH:7]=1)(=[O:22])/[CH:14]=[CH:15]/[C:16]1[CH:21]=[CH:20][CH:19]=[CH:18][CH:17]=1, predict the reactants needed to synthesize it. The reactants are: [NH2:1][C:2]1[CH:3]=[C:4]([CH2:8][C:9]([O:11][CH3:12])=[O:10])[CH:5]=[CH:6][CH:7]=1.[C:13](Cl)(=[O:22])[CH:14]=[CH:15][C:16]1[CH:21]=[CH:20][CH:19]=[CH:18][CH:17]=1. (2) Given the product [CH3:24][C:11]1[O:12][C:13]([C:15]2[CH:31]=[CH:30][C:29]([O:32][CH2:33][CH2:34][CH2:35][S:36][CH3:37])=[CH:28][CH:27]=2)=[CH:14][C:10]=1[CH2:9][OH:8], predict the reactants needed to synthesize it. The reactants are: C([Si]([O:8][CH2:9][C:10]1[CH:14]=[C:13]([CH2:15]B2OCC(C)(C)CO2)[O:12][C:11]=1[CH3:24])(C)C)(C)(C)C.BrC1[CH:31]=[CH:30][C:29]([O:32][CH2:33][CH2:34][CH2:35][S:36][CH3:37])=[CH:28][CH:27]=1.C(=O)([O-])[O-].[Na+].[Na+].COCCOC.